Dataset: NCI-60 drug combinations with 297,098 pairs across 59 cell lines. Task: Regression. Given two drug SMILES strings and cell line genomic features, predict the synergy score measuring deviation from expected non-interaction effect. Synergy scores: CSS=23.5, Synergy_ZIP=-12.1, Synergy_Bliss=-13.7, Synergy_Loewe=-10.6, Synergy_HSA=-8.27. Drug 2: CCC1=C2CN3C(=CC4=C(C3=O)COC(=O)C4(CC)O)C2=NC5=C1C=C(C=C5)O. Drug 1: C1=CC(=C2C(=C1NCCNCCO)C(=O)C3=C(C=CC(=C3C2=O)O)O)NCCNCCO. Cell line: HS 578T.